Dataset: Reaction yield outcomes from USPTO patents with 853,638 reactions. Task: Predict the reaction yield, written as a fraction of the theoretical maximum amount of product (1.0 means a 100% yield; for example, 0.34 means a 34% yield). (1) The reactants are [Cl:1][C:2]([Cl:25])([Cl:24])[CH2:3][O:4][C:5](=[O:23])[C:6]1[CH:11]=[CH:10][CH:9]=[CH:8][C:7]=1[CH2:12][S:13][C:14]1[CH:19]=[CH:18][C:17]([C:20](O)=[O:21])=[CH:16][CH:15]=1.B.C1COCC1. The catalyst is C1COCC1. The product is [Cl:25][C:2]([Cl:1])([Cl:24])[CH2:3][O:4][C:5](=[O:23])[C:6]1[CH:11]=[CH:10][CH:9]=[CH:8][C:7]=1[CH2:12][S:13][C:14]1[CH:19]=[CH:18][C:17]([CH2:20][OH:21])=[CH:16][CH:15]=1. The yield is 0.910. (2) The reactants are [CH3:1][O:2][C:3]([C:5]1[CH:10]=[N:9][C:8](N)=[C:7]([O:12][CH2:13][CH:14]2[CH2:16][CH2:15]2)[N:6]=1)=[O:4].C[Si]([Br:21])(C)C.N(OC(C)(C)C)=O. The catalyst is BrCBr. The product is [CH3:1][O:2][C:3]([C:5]1[CH:10]=[N:9][C:8]([Br:21])=[C:7]([O:12][CH2:13][CH:14]2[CH2:16][CH2:15]2)[N:6]=1)=[O:4]. The yield is 0.466. (3) The reactants are [Cl:1][C:2]1[N:10]=[C:9]2[C:5]([N:6]=[C:7]([CH:12]=O)[N:8]2[CH3:11])=[C:4]([N:14]2[CH2:19][CH2:18][O:17][CH2:16][CH2:15]2)[N:3]=1.[NH:20]1[CH2:23][CH:22]([N:24]2[CH2:29][CH2:28][S:27](=[O:31])(=[O:30])[CH2:26][CH2:25]2)[CH2:21]1.C(O[BH-](OC(=O)C)OC(=O)C)(=O)C.[Na+]. The catalyst is ClCCCl. The product is [Cl:1][C:2]1[N:10]=[C:9]2[C:5]([N:6]=[C:7]([CH2:12][N:20]3[CH2:23][CH:22]([N:24]4[CH2:29][CH2:28][S:27](=[O:31])(=[O:30])[CH2:26][CH2:25]4)[CH2:21]3)[N:8]2[CH3:11])=[C:4]([N:14]2[CH2:19][CH2:18][O:17][CH2:16][CH2:15]2)[N:3]=1. The yield is 0.910.